Dataset: Full USPTO retrosynthesis dataset with 1.9M reactions from patents (1976-2016). Task: Predict the reactants needed to synthesize the given product. Given the product [C:20]1([C:2]2[N:26]=[C:5]([CH:7]3[CH2:12][CH2:11][NH:10][CH2:9][CH2:8]3)[NH:4][CH:3]=2)[CH:25]=[CH:24][CH:23]=[CH:22][CH:21]=1, predict the reactants needed to synthesize it. The reactants are: O=[C:2]([C:20]1[CH:25]=[CH:24][CH:23]=[CH:22][CH:21]=1)[CH2:3][NH:4][C:5]([CH:7]1[CH2:12][CH2:11][N:10](C(OC(C)(C)C)=O)[CH2:9][CH2:8]1)=O.[NH4+:26].[Cl-].